From a dataset of Forward reaction prediction with 1.9M reactions from USPTO patents (1976-2016). Predict the product of the given reaction. (1) The product is: [O:21]1[C:26]2[CH:27]=[CH:28][CH:29]=[C:30]([C:31]([N:17]3[CH2:16][CH:15]4[CH:19]([CH2:20][N:13]([C:9]5[N:8]=[C:7]([C:1]6[CH:2]=[CH:3][CH:4]=[CH:5][CH:6]=6)[CH:12]=[CH:11][N:10]=5)[CH2:14]4)[CH2:18]3)=[O:32])[C:25]=2[O:24][CH2:23][CH2:22]1. Given the reactants [C:1]1([C:7]2[CH:12]=[CH:11][N:10]=[C:9]([N:13]3[CH2:20][CH:19]4[CH:15]([CH2:16][NH:17][CH2:18]4)[CH2:14]3)[N:8]=2)[CH:6]=[CH:5][CH:4]=[CH:3][CH:2]=1.[O:21]1[C:26]2[CH:27]=[CH:28][CH:29]=[C:30]([C:31](O)=[O:32])[C:25]=2[O:24][CH2:23][CH2:22]1, predict the reaction product. (2) Given the reactants [OH:1][C:2]1[CH:9]=[CH:8][C:5]([CH:6]=[O:7])=[CH:4][C:3]=1[N+:10]([O-:12])=[O:11].C1(O)C=CC=CC=1.[CH3:20][O:21][C:22](=[O:26])[CH:23](Br)[CH3:24], predict the reaction product. The product is: [CH:6]([C:5]1[CH:8]=[CH:9][C:2]([O:1][CH:23]([CH3:24])[C:22]([O:21][CH3:20])=[O:26])=[C:3]([N+:10]([O-:12])=[O:11])[CH:4]=1)=[O:7].